From a dataset of Full USPTO retrosynthesis dataset with 1.9M reactions from patents (1976-2016). Predict the reactants needed to synthesize the given product. (1) Given the product [N+:8]([C:5]1[CH:6]=[CH:7][C:2]([O:25][C:19]2[CH:20]=[CH:21][CH:22]=[C:23]([CH3:24])[C:18]=2[CH3:17])=[CH:3][CH:4]=1)([O-:10])=[O:9], predict the reactants needed to synthesize it. The reactants are: F[C:2]1[CH:7]=[CH:6][C:5]([N+:8]([O-:10])=[O:9])=[CH:4][CH:3]=1.C(=O)([O-])[O-].[K+].[K+].[CH3:17][C:18]1[C:23]([CH3:24])=[CH:22][CH:21]=[CH:20][C:19]=1[OH:25]. (2) Given the product [CH:9]([O:8][C:6]1[CH:5]=[CH:4][C:3]2[NH:12][C:13]([CH2:14][CH2:15][CH2:16][CH2:17][N:18]([CH2:22][C@@H:23]3[C@H:30]4[O:29][C:28]([CH3:32])([CH3:31])[O:27][C@H:26]4[C@H:25]([N:33]4[CH:41]=[N:40][C:39]5[C:34]4=[N:35][CH:36]=[N:37][C:38]=5[NH2:42])[O:24]3)[CH:19]([CH3:21])[CH3:20])=[N:1][C:2]=2[CH:7]=1)([CH3:11])[CH3:10], predict the reactants needed to synthesize it. The reactants are: [NH2:1][C:2]1[CH:7]=[C:6]([O:8][CH:9]([CH3:11])[CH3:10])[CH:5]=[CH:4][C:3]=1[NH:12][C:13](=O)[CH2:14][CH2:15][CH2:16][CH2:17][N:18]([CH2:22][C@@H:23]1[C@@H:30]2[C@@H:26]([O:27][C:28]([CH3:32])([CH3:31])[O:29]2)[C@H:25]([N:33]2[CH:41]=[N:40][C:39]3[C:34]2=[N:35][CH:36]=[N:37][C:38]=3[NH2:42])[O:24]1)[CH:19]([CH3:21])[CH3:20]. (3) Given the product [Br:1][C:2]1[N:7]=[C:6]([CH2:8][OH:9])[CH:5]=[C:4]2[CH:14]=[CH:13][C:11]([CH3:15])([CH3:12])[O:10][C:3]=12, predict the reactants needed to synthesize it. The reactants are: [Br:1][C:2]1[N:7]=[C:6]([CH2:8][OH:9])[CH:5]=[CH:4][C:3]=1[O:10][C:11]([CH3:15])([C:13]#[CH:14])[CH3:12].